From a dataset of Choline transporter screen with 302,306 compounds. Binary Classification. Given a drug SMILES string, predict its activity (active/inactive) in a high-throughput screening assay against a specified biological target. (1) The compound is O(C1CCN(CC1)C(COC)C)c1cc(ccc1)C(=O)NCCc1ccccc1. The result is 1 (active). (2) The compound is s1c2n(c(=O)n(c(=O)c2c(c1C(=O)N(C)C)C)c1ccc(OCC)cc1)CC(=O)Nc1c(F)cccc1. The result is 0 (inactive). (3) The drug is Clc1c(N2CCN(C(=O)C3CN(C4CCCC4)C(=O)CC3)CC2)cccc1. The result is 0 (inactive).